From a dataset of Forward reaction prediction with 1.9M reactions from USPTO patents (1976-2016). Predict the product of the given reaction. (1) Given the reactants [CH:1]1([C:4]([C:6]2[CH:37]=[CH:36][C:9]3[N:10]([CH2:14][CH2:15][O:16][C:17]4[CH:22]=[CH:21][C:20]([CH2:23][CH:24]([O:30][CH2:31][C:32]([F:35])([F:34])[F:33])[C:25]([O:27]CC)=[O:26])=[CH:19][CH:18]=4)[C:11](=[O:13])[S:12][C:8]=3[CH:7]=2)=[O:5])[CH2:3][CH2:2]1.[OH-].[Li+].O, predict the reaction product. The product is: [CH:1]1([C:4]([C:6]2[CH:37]=[CH:36][C:9]3[N:10]([CH2:14][CH2:15][O:16][C:17]4[CH:22]=[CH:21][C:20]([CH2:23][CH:24]([O:30][CH2:31][C:32]([F:33])([F:34])[F:35])[C:25]([OH:27])=[O:26])=[CH:19][CH:18]=4)[C:11](=[O:13])[S:12][C:8]=3[CH:7]=2)=[O:5])[CH2:3][CH2:2]1. (2) Given the reactants [Cl:1][C:2]1[C:3]([N:15]([CH3:34])[CH:16]2[CH2:33][CH2:32][C:19]3([CH2:24][CH2:23][N:22](C(OC(C)(C)C)=O)[CH2:21][CH2:20]3)[CH2:18][CH2:17]2)=[N:4][C:5]([NH:8][C:9]2[CH:10]=[N:11][N:12]([CH3:14])[CH:13]=2)=[N:6][CH:7]=1.Cl.CCOC(C)=O.C([O-])(O)=O.[Na+], predict the reaction product. The product is: [Cl:1][C:2]1[C:3]([N:15]([CH3:34])[CH:16]2[CH2:33][CH2:32][C:19]3([CH2:24][CH2:23][NH:22][CH2:21][CH2:20]3)[CH2:18][CH2:17]2)=[N:4][C:5]([NH:8][C:9]2[CH:10]=[N:11][N:12]([CH3:14])[CH:13]=2)=[N:6][CH:7]=1. (3) Given the reactants [C:1]([O:4]CC(=O)CC1C=CC(Cl)=C(Cl)C=1)(=[O:3])[CH3:2].Cl[CH2:18][C:19](=[O:31])[CH2:20][C:21]1[C:22]2[CH:29]=[C:28]([Cl:30])[CH:27]=[CH:26][C:23]=2[S:24][CH:25]=1.C(O)(=O)C.C(N(CC)CC)C, predict the reaction product. The product is: [C:1]([O:4][CH2:18][C:19](=[O:31])[CH2:20][C:21]1[C:22]2[CH:29]=[C:28]([Cl:30])[CH:27]=[CH:26][C:23]=2[S:24][CH:25]=1)(=[O:3])[CH3:2]. (4) The product is: [O:19]([C:26]1[CH:32]=[C:31]([CH:29]=[CH:28][CH:27]=1)[NH:33][C:2]1[C:11]2[C:6](=[CH:7][CH:8]=[CH:9][CH:10]=2)[C:5]([CH2:12][C:13]2[CH:18]=[CH:17][N:16]=[CH:15][CH:14]=2)=[N:4][N:3]=1)[C:20]1[CH:25]=[CH:24][CH:23]=[CH:22][CH:21]=1. Given the reactants Cl[C:2]1[C:11]2[C:6](=[CH:7][CH:8]=[CH:9][CH:10]=2)[C:5]([CH2:12][C:13]2[CH:18]=[CH:17][N:16]=[CH:15][CH:14]=2)=[N:4][N:3]=1.[O:19]([C:26]1[CH:32]=[CH:31][C:29](N)=[CH:28][CH:27]=1)[C:20]1[CH:25]=[CH:24][CH:23]=[CH:22][CH:21]=1.[NH3:33], predict the reaction product. (5) Given the reactants [F:1][C:2]1[CH:7]=[CH:6][C:5]([C:8]2[CH:12]=[C:11]([OH:13])[NH:10][N:9]=2)=[CH:4][CH:3]=1.C(=O)([O-])[O-].[K+].[K+].CS(O[CH2:25][C:26](=[O:28])[CH3:27])(=O)=O, predict the reaction product. The product is: [F:1][C:2]1[CH:3]=[CH:4][C:5]([C:8]2[CH:12]=[C:11]([O:13][CH2:25][C:26]([CH3:27])=[O:28])[NH:10][N:9]=2)=[CH:6][CH:7]=1. (6) The product is: [Cl:1][C:2]1[CH:7]=[C:6]([Cl:8])[CH:5]=[CH:4][C:3]=1[C:9](=[O:12])[CH:10]=[CH2:11]. Given the reactants [Cl:1][C:2]1[CH:7]=[C:6]([Cl:8])[CH:5]=[CH:4][C:3]=1[CH:9]([OH:12])[CH:10]=[CH2:11].[Cr](O[Cr]([O-])(=O)=O)([O-])(=O)=O.[K+].[K+].S(=O)(=O)(O)O, predict the reaction product. (7) The product is: [O:20]1[CH:24]=[C:23]([C:25]2[CH:30]=[CH:29][C:28]([O:4][C:1](=[O:3])[N:10]([CH3:11])[C@H:9]3[CH2:8][NH:7][C:6]3=[O:5])=[CH:27][CH:26]=2)[N:22]=[CH:21]1. Given the reactants [C:1]([O-:4])(=[O:3])C.[O:5]=[C:6]1[C@@H:9]([NH3+:10])[CH2:8][NH:7]1.[CH3:11]CN(C(C)C)C(C)C.[O:20]1[CH:24]=[C:23]([C:25]2[CH:30]=[CH:29][C:28](C3C=CN(C([O-])=O)C(=O)C=3C)=[CH:27][CH:26]=2)[N:22]=[CH:21]1.C([O-])(O)=O.[Na+], predict the reaction product.